This data is from Reaction yield outcomes from USPTO patents with 853,638 reactions. The task is: Predict the reaction yield, written as a fraction of the theoretical maximum amount of product (1.0 means a 100% yield; for example, 0.34 means a 34% yield). (1) The reactants are [CH2:1]([N:8]([CH2:18][CH2:19][CH2:20][N:21]([CH2:31][C:32]1[CH:37]=[CH:36][CH:35]=[CH:34][CH:33]=1)[C:22]([O:24][CH2:25][C:26]1[S:30][CH:29]=[N:28][CH:27]=1)=[O:23])[C:9](=[O:17])[O:10][CH2:11][C:12]1[S:16][CH:15]=[N:14][CH:13]=1)[C:2]1[CH:7]=[CH:6][CH:5]=[CH:4][CH:3]=1.[H-].[Na+].[C:40]1([C:40]2[CH:45]=[CH:44][C:43](CBr)=[CH:42][CH:41]=2)[CH:45]=[CH:44][CH:43]=[CH:42][CH:41]=1. No catalyst specified. The product is [C:35]1([C:2]2[CH:7]=[CH:6][CH:5]=[CH:4][CH:3]=2)[CH:34]=[CH:33][C:32]([CH2:31][N:21]([CH2:20][CH2:19][CH2:18][N:8]([CH2:1][C:2]2[CH:7]=[CH:6][C:5]([C:40]3[CH:45]=[CH:44][CH:43]=[CH:42][CH:41]=3)=[CH:4][CH:3]=2)[C:9]([O:10][CH2:11][C:12]2[S:16][CH:15]=[N:14][CH:13]=2)=[O:17])[C:22](=[O:23])[O:24][CH2:25][C:26]2[S:30][CH:29]=[N:28][CH:27]=2)=[CH:37][CH:36]=1. The yield is 0.250. (2) The reactants are [CH:1]([C:3]1[CH:15]=[CH:14][C:6]([C:7]([N:9]([CH2:12][CH3:13])[CH2:10][CH3:11])=[O:8])=[CH:5][CH:4]=1)=O.N1[C:20]2[CH:21]=[CH:22][CH:23]=[CH:24][C:19]=2N=N1.[CH2:25]([N:28]1[CH2:33][C@H:32]([CH3:34])[NH:31][CH2:30][C@H:29]1[CH3:35])[CH:26]=[CH2:27].C1([Mg]Br)C=CC=CC=1. The catalyst is C1(C)C=CC=CC=1.O. The product is [CH2:25]([N:28]1[C@H:29]([CH3:35])[CH2:30][N:31]([C@H:1]([C:3]2[CH:15]=[CH:14][C:6]([C:7]([N:9]([CH2:12][CH3:13])[CH2:10][CH3:11])=[O:8])=[CH:5][CH:4]=2)[C:19]2[CH:24]=[CH:23][CH:22]=[CH:21][CH:20]=2)[C@@H:32]([CH3:34])[CH2:33]1)[CH:26]=[CH2:27]. The yield is 0.219. (3) The reactants are Cl[SiH:2]1[N:6]([C:7]([CH3:10])([CH3:9])[CH3:8])[CH:5]=[CH:4][N:3]1[C:11]([CH3:14])([CH3:13])[CH3:12].[O-:15][C:16]#[N:17].[Na+]. The catalyst is O1CCCC1. The product is [C:11]([N:3]1[CH:4]=[CH:5][N:6]([C:7]([CH3:10])([CH3:9])[CH3:8])[SiH:2]1[N:17]=[C:16]=[O:15])([CH3:14])([CH3:13])[CH3:12]. The yield is 0.900. (4) The yield is 0.310. The product is [CH2:6]([O:8][C:9](=[O:26])[CH:10]([C:15]1[CH:16]=[C:17]([C:22]([F:25])([F:24])[F:23])[C:18]([OH:33])=[C:19]([N+:27]([O-:29])=[O:28])[CH:20]=1)[CH2:11][CH:12]([CH3:14])[CH3:13])[CH3:7]. The reactants are S(=O)(=O)(O)O.[CH2:6]([O:8][C:9](=[O:26])[CH:10]([C:15]1[CH:20]=[CH:19][C:18](N)=[C:17]([C:22]([F:25])([F:24])[F:23])[CH:16]=1)[CH2:11][CH:12]([CH3:14])[CH3:13])[CH3:7].[N:27]([O-:29])=[O:28].[Na+].NC(N)=[O:33]. The catalyst is O.C(OCC)C. (5) The reactants are C([O:4][CH2:5][C:6]1[C:11]([CH2:12][N:13]2[C:34](=[O:35])[N:16]3[CH:17]=[CH:18][C:19]([C:27]4[CH:32]=[CH:31][C:30]([Cl:33])=[CH:29][CH:28]=4)=[C:20]([C:21]4[CH:26]=[CH:25][N:24]=[CH:23][CH:22]=4)[C:15]3=[N:14]2)=[CH:10][CH:9]=[C:8]([C:36]([F:39])([F:38])[F:37])[N:7]=1)(=O)C.C([O-])([O-])=O.[K+].[K+]. The catalyst is CO. The product is [Cl:33][C:30]1[CH:29]=[CH:28][C:27]([C:19]2[CH:18]=[CH:17][N:16]3[C:34](=[O:35])[N:13]([CH2:12][C:11]4[C:6]([CH2:5][OH:4])=[N:7][C:8]([C:36]([F:38])([F:39])[F:37])=[CH:9][CH:10]=4)[N:14]=[C:15]3[C:20]=2[C:21]2[CH:22]=[CH:23][N:24]=[CH:25][CH:26]=2)=[CH:32][CH:31]=1. The yield is 0.770. (6) The reactants are [F:1][C:2]1[CH:15]=[CH:14][C:13]([O:16][CH3:17])=[CH:12][C:3]=1[CH:4]=[C:5]1[S:9]C(=S)N[C:6]1=[O:11].[OH-:18].[Na+]. The product is [F:1][C:2]1[CH:15]=[CH:14][C:13]([O:16][CH3:17])=[CH:12][C:3]=1/[CH:4]=[C:5](\[SH:9])/[C:6]([OH:18])=[O:11]. The yield is 1.00. No catalyst specified.